This data is from Peptide-MHC class I binding affinity with 185,985 pairs from IEDB/IMGT. The task is: Regression. Given a peptide amino acid sequence and an MHC pseudo amino acid sequence, predict their binding affinity value. This is MHC class I binding data. (1) The peptide sequence is SILSPFLPLL. The MHC is HLA-A02:02 with pseudo-sequence HLA-A02:02. The binding affinity (normalized) is 0.698. (2) The binding affinity (normalized) is 0.0847. The MHC is HLA-A68:02 with pseudo-sequence HLA-A68:02. The peptide sequence is RGYVWTNGY. (3) The peptide sequence is YAYEPGSVM. The MHC is HLA-A31:01 with pseudo-sequence HLA-A31:01. The binding affinity (normalized) is 0.0847. (4) The peptide sequence is INDDDNPGH. The MHC is HLA-A68:02 with pseudo-sequence HLA-A68:02. The binding affinity (normalized) is 0.